From a dataset of Full USPTO retrosynthesis dataset with 1.9M reactions from patents (1976-2016). Predict the reactants needed to synthesize the given product. (1) Given the product [OH:30][NH:29][C:24]([C:22]1[CH:21]=[CH:20][C:17]2[C@H:18]([CH3:19])[N:12]([C:10]([C:4]3([CH2:3][O:2][CH3:1])[CH2:9][CH2:8][O:7][CH2:6][CH2:5]3)=[O:11])[CH2:13][CH2:14][O:15][C:16]=2[CH:23]=1)=[O:26], predict the reactants needed to synthesize it. The reactants are: [CH3:1][O:2][CH2:3][C:4]1([C:10]([N:12]2[C@@H:18]([CH3:19])[C:17]3[CH:20]=[CH:21][C:22]([C:24]([O:26]CC)=O)=[CH:23][C:16]=3[O:15][CH2:14][CH2:13]2)=[O:11])[CH2:9][CH2:8][O:7][CH2:6][CH2:5]1.[NH2:29][OH:30].[OH-].[Na+].Cl. (2) The reactants are: [OH:1][C:2]1([C:13]2[S:14][C:15]([C:18]3[CH:23]=[C:22]([NH:24][C:25]4[N:30]=[C:29]([C:31]([F:34])([F:33])[F:32])[CH:28]=[CH:27][N:26]=4)[CH:21]=[C:20]([CH3:35])[CH:19]=3)=[CH:16][N:17]=2)[CH2:7][CH2:6][CH:5]([C:8]([O:10][CH2:11][CH3:12])=[O:9])[CH2:4][CH2:3]1.[C:36]([O:40][C:41](O[C:41]([O:40][C:36]([CH3:39])([CH3:38])[CH3:37])=[O:42])=[O:42])([CH3:39])([CH3:38])[CH3:37].C(N(CC)CC)C. Given the product [C:36]([O:40][C:41]([N:24]([C:25]1[N:30]=[C:29]([C:31]([F:33])([F:34])[F:32])[CH:28]=[CH:27][N:26]=1)[C:22]1[CH:23]=[C:18]([C:15]2[S:14][C:13]([C:2]3([OH:1])[CH2:3][CH2:4][CH:5]([C:8]([O:10][CH2:11][CH3:12])=[O:9])[CH2:6][CH2:7]3)=[N:17][CH:16]=2)[CH:19]=[C:20]([CH3:35])[CH:21]=1)=[O:42])([CH3:39])([CH3:38])[CH3:37], predict the reactants needed to synthesize it. (3) Given the product [CH2:10]([NH:9][C@@H:2]([CH2:3][C:8]1[CH:7]=[CH:6][C:5]([CH3:4])=[CH:29][CH:28]=1)[C:23]([OH:24])=[O:26])[C:16]1[CH:17]=[CH:18][CH:19]=[CH:20][CH:21]=1, predict the reactants needed to synthesize it. The reactants are: O.[CH2:2]([NH:9][CH:10]([C:16]1[CH:21]=[CH:20][C:19](C)=[CH:18][CH:17]=1)CC(OC)=O)[C:3]1[CH:8]=[CH:7][CH:6]=[CH:5][CH:4]=1.[C:23](=[O:26])([O-])[OH:24].[Na+].[C:28]1(C)C=CC=C[CH:29]=1.